The task is: Predict the reactants needed to synthesize the given product.. This data is from Full USPTO retrosynthesis dataset with 1.9M reactions from patents (1976-2016). (1) Given the product [CH3:14][O:13][CH2:12][O:11][C:8]1[CH:9]=[CH:10][C:5]([O:4][CH2:3][O:2][CH3:1])=[CH:6][C:7]=1[B:20]([OH:25])[OH:21], predict the reactants needed to synthesize it. The reactants are: [CH3:1][O:2][CH2:3][O:4][C:5]1[CH:10]=[CH:9][C:8]([O:11][CH2:12][O:13][CH3:14])=[CH:7][CH:6]=1.[Li]C(CC)C.[B:20](OC(C)C)([O:25]C(C)C)[O:21]C(C)C. (2) Given the product [CH3:62][O:61][C:60]([NH:59][C@@H:55]([CH:56]([CH3:58])[CH3:57])[C:54]([N:49]1[C@H:48]([C:46]2[NH:47][C:43]([C:9]3[CH:10]=[C:11]4[C:16](=[CH:17][CH:18]=3)[CH:15]=[C:14]([C:19]3[CH:20]=[CH:21][C:22]5[N:26]=[C:25]([C@@H:27]6[CH2:32][C@@H:31]7[C@@H:29]([CH2:30]7)[N:28]6[C:33]([O:35][C:36]([CH3:38])([CH3:37])[CH3:39])=[O:34])[NH:24][C:23]=5[CH:40]=3)[CH:13]=[CH:12]4)=[CH:44][N:45]=2)[CH2:53][C@@H:52]2[C@H:50]1[CH2:51]2)=[O:64])=[O:63], predict the reactants needed to synthesize it. The reactants are: CC1(C)C(C)(C)OB([C:9]2[CH:10]=[C:11]3[C:16](=[CH:17][CH:18]=2)[CH:15]=[C:14]([C:19]2[CH:20]=[CH:21][C:22]4[N:26]=[C:25]([C@@H:27]5[CH2:32][C@@H:31]6[C@@H:29]([CH2:30]6)[N:28]5[C:33]([O:35][C:36]([CH3:39])([CH3:38])[CH3:37])=[O:34])[NH:24][C:23]=4[CH:40]=2)[CH:13]=[CH:12]3)O1.I[C:43]1[NH:47][C:46]([C@@H:48]2[CH2:53][C@@H:52]3[C@@H:50]([CH2:51]3)[N:49]2[C:54](=[O:64])[C@@H:55]([NH:59][C:60](=[O:63])[O:61][CH3:62])[CH:56]([CH3:58])[CH3:57])=[N:45][CH:44]=1.C1(P(C2CCCCC2)C2C=CC=CC=2C2C(OC)=CC=CC=2OC)CCCCC1.C(=O)([O-])[O-].[Cs+].[Cs+]. (3) The reactants are: S(=O)(=O)(O)O.[CH2:6]([O:8][C:9](=[O:22])[CH2:10][C:11]1([C:17]([O:19][CH2:20][CH3:21])=[O:18])[CH2:15][CH2:14][CH2:13][C:12]1=O)[CH3:7].Cl.[CH:24]1([C:29]2[CH:44]=[CH:43][C:32]([CH2:33][O:34][C:35]3[CH:40]=[CH:39][C:38]([NH:41]N)=[CH:37][CH:36]=3)=[CH:31][C:30]=2[C:45]([F:48])([F:47])[F:46])[CH2:28][CH2:27][CH2:26][CH2:25]1. Given the product [CH:24]1([C:29]2[CH:44]=[CH:43][C:32]([CH2:33][O:34][C:35]3[CH:40]=[CH:39][C:38]4[NH:41][C:12]5[C:11]([CH2:10][C:9]([O:8][CH2:6][CH3:7])=[O:22])([C:17]([O:19][CH2:20][CH3:21])=[O:18])[CH2:15][CH2:14][C:13]=5[C:37]=4[CH:36]=3)=[CH:31][C:30]=2[C:45]([F:46])([F:47])[F:48])[CH2:25][CH2:26][CH2:27][CH2:28]1, predict the reactants needed to synthesize it. (4) Given the product [CH2:1]([O:3][C:4]1[C:5]([O:14][CH3:15])=[CH:6][C:7]([C:8]([O:10][CH3:11])=[O:9])=[C:12]([N+:23]([O-:25])=[O:24])[CH:13]=1)[CH3:2], predict the reactants needed to synthesize it. The reactants are: [CH2:1]([O:3][C:4]1[CH:13]=[CH:12][C:7]([C:8]([O:10][CH3:11])=[O:9])=[CH:6][C:5]=1[O:14][CH3:15])[CH3:2].C(OC(=O)C)(=O)C.[N+:23]([O-])([OH:25])=[O:24]. (5) Given the product [Cl:1][C:2]1[CH:3]=[C:4]2[C:8](=[CH:9][CH:10]=1)[N:7]([C@@H:11]([C:27]1[CH:32]=[CH:31][CH:30]=[CH:29][CH:28]=1)[C@H:12]([O:25][CH3:26])[CH2:13][NH:35][CH3:34])[CH:6]=[C:5]2[CH3:33], predict the reactants needed to synthesize it. The reactants are: [Cl:1][C:2]1[CH:3]=[C:4]2[C:8](=[CH:9][CH:10]=1)[N:7]([CH:11]([C:27]1[CH:32]=[CH:31][CH:30]=[CH:29][CH:28]=1)[CH:12]([O:25][CH3:26])[CH2:13]OS(C1C=CC(C)=CC=1)(=O)=O)[CH:6]=[C:5]2[CH3:33].[CH3:34][NH2:35]. (6) Given the product [CH3:2][CH2:1][O:3][C:4]1[N:8]([CH2:9][C:10]2[CH:15]=[CH:14][C:13]([C:16]3[CH:21]=[CH:20][CH:19]=[CH:18][C:17]=3[C:22]3[NH:26][C:25](=[O:27])[O:24][N:23]=3)=[CH:12][CH:11]=2)[C:7]2[C:28]([C:32]([O:34][CH2:59][C:58]3[O:57][C:56](=[O:60])[O:55][C:54]=3[CH3:53])=[O:33])=[CH:29][CH:30]=[CH:31][C:6]=2[N:5]=1, predict the reactants needed to synthesize it. The reactants are: [CH2:1]([O:3][C:4]1[N:8]([CH2:9][C:10]2[CH:15]=[CH:14][C:13]([C:16]3[CH:21]=[CH:20][CH:19]=[CH:18][C:17]=3[C:22]3[NH:26][C:25](=[O:27])[O:24][N:23]=3)=[CH:12][CH:11]=2)[C:7]2[C:28]([C:32]([OH:34])=[O:33])=[CH:29][CH:30]=[CH:31][C:6]=2[N:5]=1)[CH3:2].C1(C)C=CC(S(Cl)(=O)=O)=CC=1.C(=O)([O-])[O-].[K+].[K+].O[CH2:53][C:54]1[O:55][C:56](=[O:60])[O:57][C:58]=1[CH3:59]. (7) Given the product [CH3:19][C@H:3]1[C:2](=[O:1])[N:6]([C:7]([O:9][C:10]([CH3:13])([CH3:12])[CH3:11])=[O:8])[C@H:5]([C:14]([O:16][CH3:17])=[O:15])[CH2:4]1, predict the reactants needed to synthesize it. The reactants are: [O:1]=[C:2]1[N:6]([C:7]([O:9][C:10]([CH3:13])([CH3:12])[CH3:11])=[O:8])[C@H:5]([C:14]([O:16][CH3:17])=[O:15])[CH2:4][CH2:3]1.[Li+].[CH3:19][Si]([N-][Si](C)(C)C)(C)C.CI.CC(O)=O. (8) Given the product [N:19]([CH:8]1[CH:9]([CH3:25])[CH2:2][CH2:3][N:4]([S:10]([C:13]2[CH:18]=[CH:17][CH:16]=[CH:15][N:14]=2)(=[O:11])=[O:12])[CH2:5][CH:6]1[OH:7])=[N+:20]=[N-:21], predict the reactants needed to synthesize it. The reactants are: C[CH:2]1[CH2:9][CH:8]2[CH:6]([O:7]2)[CH2:5][N:4]([S:10]([C:13]2[CH:18]=[CH:17][CH:16]=[CH:15][N:14]=2)(=[O:12])=[O:11])[CH2:3]1.[N-:19]=[N+:20]=[N-:21].[Na+].[NH4+].[Cl-].[CH3:25]O.